From a dataset of Catalyst prediction with 721,799 reactions and 888 catalyst types from USPTO. Predict which catalyst facilitates the given reaction. (1) Reactant: [CH3:1][NH:2][S:3]([C:6]1[CH:7]=[C:8]2[C:12](=[CH:13][CH:14]=1)[NH:11][C:10](=[O:15])[CH2:9]2)(=[O:5])=[O:4].[CH2:16]([O:18][C:19](=[O:32])[CH2:20][NH:21][C:22]([C:24]1[C:28]([CH3:29])=[C:27]([CH:30]=O)[NH:26][CH:25]=1)=[O:23])[CH3:17]. Product: [CH2:16]([O:18][C:19](=[O:32])[CH2:20][NH:21][C:22]([C:24]1[C:28]([CH3:29])=[C:27]([CH:30]=[C:9]2[C:8]3[C:12](=[CH:13][CH:14]=[C:6]([S:3](=[O:5])(=[O:4])[NH:2][CH3:1])[CH:7]=3)[NH:11][C:10]2=[O:15])[NH:26][CH:25]=1)=[O:23])[CH3:17]. The catalyst class is: 495. (2) Reactant: CN1CCN(C2C=CC(NC3C4N(N=CN=4)C(C4C=C(C(N)=O)SC=4)=CN=3)=CC=2)CC1.[Br:32][C:33]1[N:38]2[N:39]=[CH:40][N:41]=[C:37]2[C:36](Br)=[N:35][CH:34]=1.[C:43]([N:47]1[CH2:52][CH2:51][N:50]([C:53]2[CH:58]=[CH:57][C:56]([NH2:59])=[CH:55][CH:54]=2)[CH2:49][CH2:48]1)([CH3:46])([CH3:45])[CH3:44].C(N(C(C)C)C(C)C)C. The catalyst class is: 41. Product: [Br:32][C:33]1[N:38]2[N:39]=[CH:40][N:41]=[C:37]2[C:36]([NH:59][C:56]2[CH:55]=[CH:54][C:53]([N:50]3[CH2:49][CH2:48][N:47]([C:43]([CH3:46])([CH3:45])[CH3:44])[CH2:52][CH2:51]3)=[CH:58][CH:57]=2)=[N:35][CH:34]=1. (3) The catalyst class is: 26. Product: [N+:25]([C:21]1[CH:20]=[C:19]([C:18]2[NH:28][C:7]([C:6]3[CH:11]=[CH:12][CH:13]=[C:4]([O:3][C:2]([F:15])([F:14])[F:1])[CH:5]=3)=[N:9][N:10]=2)[CH:24]=[CH:23][CH:22]=1)([O-:27])=[O:26]. Reactant: [F:1][C:2]([F:15])([F:14])[O:3][C:4]1[CH:5]=[C:6]([CH:11]=[CH:12][CH:13]=1)[C:7]([NH:9][NH2:10])=O.CO[C:18](=[NH:28])[C:19]1[CH:24]=[CH:23][CH:22]=[C:21]([N+:25]([O-:27])=[O:26])[CH:20]=1. (4) Reactant: [F:1][C:2]1[CH:7]=[C:6]([OH:8])[CH:5]=[CH:4][C:3]=1[CH:9]([CH3:14])[C:10]([O:12]C)=[O:11].C(=O)([O-])[O-].[K+].[K+].Br[CH:22]1[CH2:26][CH2:25][CH2:24][CH2:23]1. Product: [CH:22]1([O:8][C:6]2[CH:5]=[CH:4][C:3]([CH:9]([CH3:14])[C:10]([OH:12])=[O:11])=[C:2]([F:1])[CH:7]=2)[CH2:26][CH2:25][CH2:24][CH2:23]1. The catalyst class is: 3. (5) Reactant: Cl[C:2]1[C:7]([C:8]([O:10][CH2:11][CH3:12])=[O:9])=[C:6]([Cl:13])[N:5]=[C:4]([S:14][CH3:15])[N:3]=1.[N:16]1[CH:21]=[CH:20][CH:19]=[N:18][C:17]=1[C:22]1[CH:23]=[C:24]([CH:26]=[CH:27][CH:28]=1)[NH2:25].CCN(C(C)C)C(C)C. Product: [Cl:13][C:6]1[C:7]([C:8]([O:10][CH2:11][CH3:12])=[O:9])=[C:2]([NH:25][C:24]2[CH:26]=[CH:27][CH:28]=[C:22]([C:17]3[N:16]=[CH:21][CH:20]=[CH:19][N:18]=3)[CH:23]=2)[N:3]=[C:4]([S:14][CH3:15])[N:5]=1. The catalyst class is: 179. (6) The catalyst class is: 8. Product: [F:1][B-:2]([F:5])([F:4])[F:3].[O:30]([C:37]1[CH:38]=[CH:39][C:40]([N+:41]2[C:14]([C:24]3[CH:29]=[CH:28][CH:27]=[CH:26][CH:25]=3)=[CH:15][C:16]([C:18]3[CH:19]=[CH:20][CH:21]=[CH:22][CH:23]=3)=[CH:17][C:12]=2[C:6]2[CH:11]=[CH:10][CH:9]=[CH:8][CH:7]=2)=[CH:42][CH:43]=1)[C:31]1[CH:32]=[CH:33][CH:34]=[CH:35][CH:36]=1. Reactant: [F:1][B-:2]([F:5])([F:4])[F:3].[C:6]1([C:12]2[CH:17]=[C:16]([C:18]3[CH:23]=[CH:22][CH:21]=[CH:20][CH:19]=3)[CH:15]=[C:14]([C:24]3[CH:29]=[CH:28][CH:27]=[CH:26][CH:25]=3)[O+]=2)[CH:11]=[CH:10][CH:9]=[CH:8][CH:7]=1.[O:30]([C:37]1[CH:43]=[CH:42][C:40]([NH2:41])=[CH:39][CH:38]=1)[C:31]1[CH:36]=[CH:35][CH:34]=[CH:33][CH:32]=1. (7) Reactant: [CH2:1]([O:8][C:9]1[CH:10]=[C:11]2[C:15](=[CH:16][CH:17]=1)[N:14]([C@@H:18]([C:23]1[CH:28]=[CH:27][CH:26]=[C:25]([F:29])[CH:24]=1)[C@H:19]([OH:22])[CH2:20]O)[CH2:13][CH2:12]2)[C:2]1[CH:7]=[CH:6][CH:5]=[CH:4][CH:3]=1.[CH2:30]([N:32](CC)CC)C.C1(C)C=CC(S(Cl)(=O)=O)=CC=1.CN. Product: [CH2:1]([O:8][C:9]1[CH:10]=[C:11]2[C:15](=[CH:16][CH:17]=1)[N:14]([C@@H:18]([C:23]1[CH:28]=[CH:27][CH:26]=[C:25]([F:29])[CH:24]=1)[C@H:19]([OH:22])[CH2:20][NH:32][CH3:30])[CH2:13][CH2:12]2)[C:2]1[CH:7]=[CH:6][CH:5]=[CH:4][CH:3]=1. The catalyst class is: 4.